Dataset: Reaction yield outcomes from USPTO patents with 853,638 reactions. Task: Predict the reaction yield, written as a fraction of the theoretical maximum amount of product (1.0 means a 100% yield; for example, 0.34 means a 34% yield). (1) The reactants are [Cl:1][C:2]1[N:7]=[C:6]([C:8]#[C:9][C:10]2[C:15]([F:16])=[CH:14][CH:13]=[CH:12][C:11]=2[Cl:17])[C:5]([NH2:18])=[CH:4][N:3]=1.CC(C)([O-])C.[K+].CCOC(C)=O. The catalyst is CN1C(=O)CCC1. The product is [Cl:1][C:2]1[N:3]=[CH:4][C:5]2[NH:18][C:9]([C:10]3[C:15]([F:16])=[CH:14][CH:13]=[CH:12][C:11]=3[Cl:17])=[CH:8][C:6]=2[N:7]=1. The yield is 0.400. (2) The reactants are Cl.[Cl:2][C:3]1[C:11]([CH3:12])=[N:10][C:9]2[N:5]([N:6]=[C:7]3[C:15]([CH3:17])([CH3:16])[N:14]([C:18]([C:20]4[CH:25]=[CH:24][CH:23]=[CH:22][C:21]=4[O:26][CH:27]4[CH2:32][CH2:31][NH:30][CH2:29][CH2:28]4)=[O:19])[CH2:13][C:8]3=2)[C:4]=1[CH3:33].[CH3:34][C:35]([CH3:37])=O.C(O[BH-](OC(=O)C)OC(=O)C)(=O)C.[Na+].CC(O)=O.[OH-].[Na+]. The catalyst is ClCCCl. The product is [Cl:2][C:3]1[C:11]([CH3:12])=[N:10][C:9]2[N:5]([N:6]=[C:7]3[C:15]([CH3:16])([CH3:17])[N:14]([C:18]([C:20]4[CH:25]=[CH:24][CH:23]=[CH:22][C:21]=4[O:26][CH:27]4[CH2:28][CH2:29][N:30]([CH:35]([CH3:37])[CH3:34])[CH2:31][CH2:32]4)=[O:19])[CH2:13][C:8]3=2)[C:4]=1[CH3:33]. The yield is 0.720. (3) The reactants are CN(C)S([N:6]1[CH:10]=[CH:9][N:8]=[C:7]1[CH:11]([C:13]1[N:14]([CH3:30])[N:15]=[C:16]2[C:21]=1[CH:20]=[CH:19][CH:18]=[C:17]2[C:22]1[CH:27]=[CH:26][C:25]([Cl:28])=[CH:24][C:23]=1[Cl:29])[OH:12])(=O)=O.O.OS(O)(=O)=O.C([O-])(O)=O.[Na+]. The catalyst is C(O)C. The product is [Cl:29][C:23]1[CH:24]=[C:25]([Cl:28])[CH:26]=[CH:27][C:22]=1[C:17]1[C:16]2[C:21](=[C:13]([CH:11]([C:7]3[NH:6][CH:10]=[CH:9][N:8]=3)[OH:12])[N:14]([CH3:30])[N:15]=2)[CH:20]=[CH:19][CH:18]=1. The yield is 0.600.